From a dataset of Forward reaction prediction with 1.9M reactions from USPTO patents (1976-2016). Predict the product of the given reaction. (1) Given the reactants Cl[C:2]1[NH:3][C:4](=[O:13])[C:5]2[C:10]([CH:11]=1)=[C:9]([CH3:12])[CH:8]=[CH:7][CH:6]=2.[OH:14][CH2:15][CH:16]1[CH2:21][NH:20][CH2:19][CH2:18][N:17]1[CH3:22], predict the reaction product. The product is: [OH:14][CH2:15][CH:16]1[N:17]([CH3:22])[CH2:18][CH2:19][N:20]([C:2]2[NH:3][C:4](=[O:13])[C:5]3[C:10]([CH:11]=2)=[C:9]([CH3:12])[CH:8]=[CH:7][CH:6]=3)[CH2:21]1. (2) Given the reactants [Br:1][C:2]1[CH:11]=[C:10]2[C:5]([CH:6]=[CH:7][N:8]=[C:9]2Cl)=[CH:4][CH:3]=1.[CH3:13][O-:14].[Na+], predict the reaction product. The product is: [Br:1][C:2]1[CH:11]=[C:10]2[C:5]([CH:6]=[CH:7][N:8]=[C:9]2[O:14][CH3:13])=[CH:4][CH:3]=1. (3) Given the reactants N(C(OCC)=O)=NC(OCC)=O.[F:13][C:14]1[C:22]([O:23][C:24]2[C:33]3[C:28](=[CH:29][C:30]([OH:36])=[C:31]([O:34][CH3:35])[CH:32]=3)[N:27]=[N:26][CH:25]=2)=[CH:21][CH:20]=[C:19]2[C:15]=1[CH:16]=[C:17]([CH3:37])[NH:18]2.C1(P(C2C=CC=CC=2)C2C=CC=CC=2)C=CC=CC=1.[C:57]([N:60]1[CH2:65][CH2:64][N:63]([CH2:66][CH2:67][CH2:68]O)[CH2:62][CH2:61]1)(=[O:59])[CH3:58], predict the reaction product. The product is: [C:57]([N:60]1[CH2:65][CH2:64][N:63]([CH2:66][CH2:67][CH2:68][O:36][C:30]2[CH:29]=[C:28]3[C:33]([C:24]([O:23][C:22]4[C:14]([F:13])=[C:15]5[C:19](=[CH:20][CH:21]=4)[NH:18][C:17]([CH3:37])=[CH:16]5)=[CH:25][N:26]=[N:27]3)=[CH:32][C:31]=2[O:34][CH3:35])[CH2:62][CH2:61]1)(=[O:59])[CH3:58].